From a dataset of Catalyst prediction with 721,799 reactions and 888 catalyst types from USPTO. Predict which catalyst facilitates the given reaction. (1) Product: [NH2:13][CH:12]1[CH:8]([C:4]2[CH:5]=[CH:6][CH:7]=[C:2]([F:1])[CH:3]=2)[CH2:9][N:10]([C:23]([O:25][C:26]([CH3:29])([CH3:28])[CH3:27])=[O:24])[CH2:11]1. The catalyst class is: 5. Reactant: [F:1][C:2]1[CH:3]=[C:4]([C@H:8]2[C@H:12]([NH:13]C(OCC[Si](C)(C)C)=O)[CH2:11][N:10]([C:23]([O:25][C:26]([CH3:29])([CH3:28])[CH3:27])=[O:24])[CH2:9]2)[CH:5]=[CH:6][CH:7]=1.[F-].C([N+](CCCC)(CCCC)CCCC)CCC. (2) Reactant: [CH2:1]([N:3]1[C:12]2[C:11](=S)[NH:10][CH2:9][C:8]([C:14]3[CH:19]=[CH:18][CH:17]=[CH:16][CH:15]=3)=[N:7][C:6]=2[C:5]([CH:20]([CH3:22])[CH3:21])=[N:4]1)[CH3:2].[OH-:23].[Na+]. Product: [CH2:1]([N:3]1[C:12]2[C:11](=[O:23])[NH:10][CH2:9][C:8]([C:14]3[CH:19]=[CH:18][CH:17]=[CH:16][CH:15]=3)=[N:7][C:6]=2[C:5]([CH:20]([CH3:22])[CH3:21])=[N:4]1)[CH3:2]. The catalyst class is: 24.